This data is from Full USPTO retrosynthesis dataset with 1.9M reactions from patents (1976-2016). The task is: Predict the reactants needed to synthesize the given product. (1) Given the product [ClH:1].[NH2:48][CH2:47][C@H:44]1[CH2:45][CH2:46][C@H:41]([C:39]([NH:38][C@@H:23]([CH2:22][C:19]2[CH:20]=[CH:21][C:16]([C:11]3[CH:12]=[CH:13][CH:14]=[CH:15][C:10]=3[C:8]([N:2]3[CH2:3][CH2:4][O:5][CH2:6][CH2:7]3)=[O:9])=[CH:17][CH:18]=2)[C:24](=[O:37])[NH:25][C:26]2[CH:31]=[CH:30][C:29]([C:32]3[N:36]=[N:35][NH:34][N:33]=3)=[CH:28][CH:27]=2)=[O:40])[CH2:42][CH2:43]1, predict the reactants needed to synthesize it. The reactants are: [ClH:1].[N:2]1([C:8]([C:10]2[CH:15]=[CH:14][CH:13]=[CH:12][C:11]=2[C:16]2[CH:21]=[CH:20][C:19]([CH2:22][C@H:23]([NH:38][C:39]([C@H:41]3[CH2:46][CH2:45][C@H:44]([CH2:47][NH:48]C(=O)OC(C)(C)C)[CH2:43][CH2:42]3)=[O:40])[C:24](=[O:37])[NH:25][C:26]3[CH:31]=[CH:30][C:29]([C:32]4[N:33]=[N:34][NH:35][N:36]=4)=[CH:28][CH:27]=3)=[CH:18][CH:17]=2)=[O:9])[CH2:7][CH2:6][O:5][CH2:4][CH2:3]1. (2) Given the product [Cl:20][C:12]1[CH:11]=[C:10]([C:4]2[C:5]([CH3:9])=[C:6]([O:7][CH3:8])[N:2]([CH3:1])[N:3]=2)[CH:15]=[CH:14][C:13]=1[OH:16], predict the reactants needed to synthesize it. The reactants are: [CH3:1][N:2]1[C:6]([O:7][CH3:8])=[C:5]([CH3:9])[C:4]([C:10]2[CH:15]=[CH:14][C:13]([O:16]C(C)C)=[C:12]([Cl:20])[CH:11]=2)=[N:3]1.CN1C(OC)=C(C)C(C2C=CC(OC(C)C)=C(C)C=2)=N1.